From a dataset of Full USPTO retrosynthesis dataset with 1.9M reactions from patents (1976-2016). Predict the reactants needed to synthesize the given product. (1) Given the product [C:24]([O:27][C:28]([N:6]1[C:5]2[CH:21]=[CH:22][C:2]([Br:1])=[CH:3][C:4]=2[N:8]=[C:7]1[CH2:9][O:10][C:11]1[CH:12]=[CH:13][C:14]([C:17]([F:19])([F:20])[F:18])=[CH:15][CH:16]=1)=[O:29])([CH3:26])([CH3:25])[CH3:23], predict the reactants needed to synthesize it. The reactants are: [Br:1][C:2]1[CH:22]=[CH:21][C:5]2[NH:6][C:7]([CH2:9][O:10][C:11]3[CH:16]=[CH:15][C:14]([C:17]([F:20])([F:19])[F:18])=[CH:13][CH:12]=3)=[N:8][C:4]=2[CH:3]=1.[CH3:23][C:24]([O:27][C:28](O[C:28]([O:27][C:24]([CH3:26])([CH3:25])[CH3:23])=[O:29])=[O:29])([CH3:26])[CH3:25].CCN(CC)CC. (2) Given the product [C:23]([OH:41])([C:24]([F:27])([F:26])[F:25])=[O:38].[CH3:1][C:2]1[CH:36]=[C:35]([CH3:37])[CH:34]=[CH:33][C:3]=1[CH2:4][O:5][C:6]1[C:11]([CH3:12])=[CH:10][CH:9]=[CH:8][C:7]=1[C:13]1[N:18]=[C:17]([N:19]2[C:23]([C:24]([F:25])([F:26])[F:27])=[C:22]([C:28]([OH:30])=[O:29])[CH:21]=[N:20]2)[CH:16]=[CH:15][CH:14]=1, predict the reactants needed to synthesize it. The reactants are: [CH3:1][C:2]1[CH:36]=[C:35]([CH3:37])[CH:34]=[CH:33][C:3]=1[CH2:4][O:5][C:6]1[C:11]([CH3:12])=[CH:10][CH:9]=[CH:8][C:7]=1[C:13]1[N:18]=[C:17]([N:19]2[C:23]([C:24]([F:27])([F:26])[F:25])=[C:22]([C:28]([O:30]CC)=[O:29])[CH:21]=[N:20]2)[CH:16]=[CH:15][CH:14]=1.[OH-:38].[Li+].Cl.[O:41]1CCOCC1.